From a dataset of Forward reaction prediction with 1.9M reactions from USPTO patents (1976-2016). Predict the product of the given reaction. (1) The product is: [NH2:1][C:2]1[NH:3][C:4](=[O:21])[C:5]2[N:6]=[CH:7][N:8]([C@H:11]3[C@@:15]([OH:16])([CH3:17])[C@H:14]([F:18])[C@@H:13]([CH2:19][OH:20])[O:12]3)[C:9]=2[N:10]=1. Given the reactants [NH2:1][C:2]1[N:10]=[C:9]2[C:5]([N:6]=[CH:7][N:8]2[C@H:11]2[C@:15]([CH3:17])([OH:16])[C@H:14]([F:18])[C@@H:13]([CH2:19][OH:20])[O:12]2)=[C:4]([O:21]C)[N:3]=1.CCN(C(C)C)C(C)C.[Na+].[I-].C[Si](Cl)(C)C.C(N(CC)CC)C, predict the reaction product. (2) Given the reactants Br[C:2]1[CH:7]=[CH:6][N:5]=[C:4]([Cl:8])[CH:3]=1.[N:9]1([C:15]([O:17][CH2:18][CH:19]([CH3:21])[CH3:20])=[O:16])[CH2:14][CH2:13][NH:12][CH2:11][CH2:10]1.C(O[Na])(C)(C)C, predict the reaction product. The product is: [Cl:8][C:4]1[CH:3]=[C:2]([N:12]2[CH2:11][CH2:10][N:9]([C:15]([O:17][CH2:18][CH:19]([CH3:21])[CH3:20])=[O:16])[CH2:14][CH2:13]2)[CH:7]=[CH:6][N:5]=1. (3) Given the reactants Cl[C:2]1[N:7]=[C:6]([NH:8][C:9]2[CH:10]=[C:11]3[C:15](=[CH:16][CH:17]=2)[NH:14][N:13]=[CH:12]3)[CH:5]=[CH:4][N:3]=1.[CH3:18][O:19][C:20]([C:22]1[CH:23]=[C:24](B(O)O)[CH:25]=[CH:26][CH:27]=1)=[O:21].C([O-])([O-])=O.[K+].[K+], predict the reaction product. The product is: [NH:14]1[C:15]2[C:11](=[CH:10][C:9]([NH:8][C:6]3[CH:5]=[CH:4][N:3]=[C:2]([C:26]4[CH:27]=[C:22]([CH:23]=[CH:24][CH:25]=4)[C:20]([O:19][CH3:18])=[O:21])[N:7]=3)=[CH:17][CH:16]=2)[CH:12]=[N:13]1. (4) Given the reactants [C:1]([O:5][C:6]1[CH:19]=[CH:18][C:9]([CH:10]=[C:11]2NC(=O)N[C:12]2=[O:17])=[CH:8][CH:7]=1)([CH3:4])([CH3:3])[CH3:2].[OH-:20].[Na+:21].Cl.[Na+].[Cl-].[OH2:25], predict the reaction product. The product is: [O:20]=[C:11]([CH2:10][C:9]1[CH:8]=[CH:7][C:6]([O:5][C:1]([CH3:2])([CH3:3])[CH3:4])=[CH:19][CH:18]=1)[C:12]([O-:17])=[O:25].[Na+:21]. (5) Given the reactants [CH3:1][O:2][C:3]1[C:8]([C:9]2[C:22]3[C:17](=[CH:18][C:19]([O:25][CH2:26][CH3:27])=[C:20]([O:23][CH3:24])[CH:21]=3)[C@@H:16]3[C@@H:11]([CH2:12][CH2:13][C@@H:14]([OH:28])[CH2:15]3)[N:10]=2)=[CH:7][CH:6]=[C:5]([O:29][CH3:30])[N:4]=1.[ClH:31], predict the reaction product. The product is: [ClH:31].[CH3:1][O:2][C:3]1[C:8]([C:9]2[C:22]3[C:17](=[CH:18][C:19]([O:25][CH2:26][CH3:27])=[C:20]([O:23][CH3:24])[CH:21]=3)[C@@H:16]3[C@@H:11]([CH2:12][CH2:13][C@@H:14]([OH:28])[CH2:15]3)[N:10]=2)=[CH:7][CH:6]=[C:5]([O:29][CH3:30])[N:4]=1. (6) Given the reactants [C:1]([C:4]1[CH:5]=[CH:6][C:7](Br)=[C:8]([CH:22]=1)[CH2:9][O:10][C:11]1[CH:20]=[C:19]2[C:14]([CH2:15][CH2:16][CH2:17][C:18]2=[O:21])=[CH:13][CH:12]=1)(=[O:3])[CH3:2].C1(P(C2C=CC=CC=2)C2C=CC=CC=2)C=CC=CC=1.C(O)(=O)C(C)(C)C.C(=O)([O-])[O-].[K+].[K+], predict the reaction product. The product is: [C:1]([C:4]1[CH:5]=[CH:6][C:7]2[C:12]3[CH:13]=[C:14]4[CH2:15][CH2:16][CH2:17][C:18](=[O:21])[C:19]4=[CH:20][C:11]=3[O:10][CH2:9][C:8]=2[CH:22]=1)(=[O:3])[CH3:2]. (7) Given the reactants [F:1][C:2]1[C:7]([O:8][CH3:9])=[CH:6][CH:5]=[C:4]([N+:10]([O-])=O)[C:3]=1[CH2:13][C:14](=O)[CH3:15], predict the reaction product. The product is: [CH3:15][C:14]1[NH:10][C:4]2[C:3]([CH:13]=1)=[C:2]([F:1])[C:7]([O:8][CH3:9])=[CH:6][CH:5]=2.